From a dataset of Catalyst prediction with 721,799 reactions and 888 catalyst types from USPTO. Predict which catalyst facilitates the given reaction. (1) The catalyst class is: 47. Product: [Cl:13][C:14]1[CH:21]=[CH:20][C:17]([CH2:18][C:4]([C:5]#[N:6])([C:7]2[CH:12]=[CH:11][CH:10]=[CH:9][CH:8]=2)[C:1](=[O:3])[CH3:2])=[CH:16][CH:15]=1. Reactant: [C:1]([CH:4]([C:7]1[CH:12]=[CH:11][CH:10]=[CH:9][CH:8]=1)[C:5]#[N:6])(=[O:3])[CH3:2].[Cl:13][C:14]1[CH:21]=[CH:20][C:17]([CH2:18]Br)=[CH:16][CH:15]=1.C(=O)([O-])[O-].[Cs+].[Cs+].C(OCC)(=O)C. (2) Reactant: [NH2:1][C:2]1[CH:7]=[CH:6][C:5]([C:8]([CH3:12])([CH3:11])[C:9]#[N:10])=[C:4]([O:13][CH3:14])[CH:3]=1.[CH3:15][O:16][C:17]1[CH:18]=[C:19]([CH:23]=[CH:24][C:25]=1[O:26][CH3:27])[C:20](Cl)=[O:21].C(N(CC)CC)C. Product: [C:9]([C:8]([CH3:12])([CH3:11])[C:5]1[CH:6]=[CH:7][C:2]([NH:1][C:20](=[O:21])[C:19]2[CH:23]=[CH:24][C:25]([O:26][CH3:27])=[C:17]([O:16][CH3:15])[CH:18]=2)=[CH:3][C:4]=1[O:13][CH3:14])#[N:10]. The catalyst class is: 2.